From a dataset of Catalyst prediction with 721,799 reactions and 888 catalyst types from USPTO. Predict which catalyst facilitates the given reaction. Reactant: [NH2:1][C:2]1([C:15]([OH:17])=[O:16])[CH2:7][CH2:6][CH2:5][N:4](C(OC(C)(C)C)=O)[CH2:3]1.NC1(C(O)=O)CCN(C(OC(C)(C)C)=O)CC1.[Cl:35][C:36]1[C:37]([F:57])=[C:38]([NH:42][C:43]2[C:52]3[C:47](=[CH:48][C:49]([O:55][CH3:56])=[C:50]([CH:53]=O)[CH:51]=3)[N:46]=[CH:45][N:44]=2)[CH:39]=[CH:40][CH:41]=1.C(O[BH-](OC(=O)C)OC(=O)C)(=O)C.[Na+]. Product: [Cl:35][C:36]1[C:37]([F:57])=[C:38]([NH:42][C:43]2[C:52]3[C:47](=[CH:48][C:49]([O:55][CH3:56])=[C:50]([CH2:53][NH:1][C:2]4([C:15]([OH:17])=[O:16])[CH2:7][CH2:6][CH2:5][NH:4][CH2:3]4)[CH:51]=3)[N:46]=[CH:45][N:44]=2)[CH:39]=[CH:40][CH:41]=1. The catalyst class is: 411.